From a dataset of Full USPTO retrosynthesis dataset with 1.9M reactions from patents (1976-2016). Predict the reactants needed to synthesize the given product. (1) Given the product [CH:42]1([O:41][C:33]2[CH:32]=[C:31]([C:11]3[NH:10][C:14]4[CH:15]=[N:16][N:17]([CH2:20][O:21][CH2:22][CH2:23][Si:24]([CH3:26])([CH3:25])[CH3:27])[C:18](=[O:19])[C:13]=4[C:12]=3[CH:28]([CH3:30])[CH3:29])[CH:36]=[CH:35][C:34]=2[O:37][CH:38]([F:40])[F:39])[CH2:44][CH2:43]1, predict the reactants needed to synthesize it. The reactants are: C(OC[N:10]1[C:14]2[CH:15]=[N:16][N:17]([CH2:20][O:21][CH2:22][CH2:23][Si:24]([CH3:27])([CH3:26])[CH3:25])[C:18](=[O:19])[C:13]=2[C:12]([CH:28]([CH3:30])[CH3:29])=[C:11]1[C:31]1[CH:36]=[CH:35][C:34]([O:37][CH:38]([F:40])[F:39])=[C:33]([O:41][CH:42]2[CH2:44][CH2:43]2)[CH:32]=1)C1C=CC=CC=1.N.[H][H]. (2) Given the product [F:21][C:20]1[C:19]2[CH2:18][CH2:17][CH2:16][CH2:15][C:14]=2[N:13]2[CH2:22][CH2:23][N:10]([C:6]3[N:5]=[CH:4][CH:3]=[C:2]([C:30]4[CH:29]=[C:28]([NH:41][C:42]5[CH:47]=[CH:46][C:45]([N:48]6[CH2:53][CH2:52][N:51]([CH:54]7[CH2:55][O:56][CH2:57]7)[CH2:50][CH2:49]6)=[CH:44][N:43]=5)[C:27](=[O:58])[N:26]([CH3:25])[CH:31]=4)[C:7]=3[CH:8]=[O:9])[C:11](=[O:24])[C:12]=12, predict the reactants needed to synthesize it. The reactants are: Cl[C:2]1[C:7]([CH:8]=[O:9])=[C:6]([N:10]2[CH2:23][CH2:22][N:13]3[C:14]4[CH2:15][CH2:16][CH2:17][CH2:18][C:19]=4[C:20]([F:21])=[C:12]3[C:11]2=[O:24])[N:5]=[CH:4][CH:3]=1.[CH3:25][N:26]1[CH:31]=[C:30](B2OC(C)(C)C(C)(C)O2)[CH:29]=[C:28]([NH:41][C:42]2[CH:47]=[CH:46][C:45]([N:48]3[CH2:53][CH2:52][N:51]([CH:54]4[CH2:57][O:56][CH2:55]4)[CH2:50][CH2:49]3)=[CH:44][N:43]=2)[C:27]1=[O:58].CC(O[Na])=O.[O-]P([O-])([O-])=O.[K+].[K+].[K+].